Dataset: Reaction yield outcomes from USPTO patents with 853,638 reactions. Task: Predict the reaction yield, written as a fraction of the theoretical maximum amount of product (1.0 means a 100% yield; for example, 0.34 means a 34% yield). (1) The reactants are [C:1]([Si:5]([CH3:38])([CH3:37])[O:6][C:7]([C:10]1[CH:15]=[CH:14][CH:13]=[CH:12][C:11]=1[C:16]1[CH:36]=[CH:35][C:19]2[NH:20][C:21]([CH2:23][O:24][C:25]3[CH:30]=[CH:29][C:28]([C:31]([F:34])([F:33])[F:32])=[CH:27][CH:26]=3)=[N:22][C:18]=2[CH:17]=1)=[CH:8][CH3:9])([CH3:4])([CH3:3])[CH3:2].ClC1C=C(C=CC=1)C(OO)=[O:44]. The catalyst is C(Cl)Cl. The product is [C:1]([Si:5]([CH3:38])([CH3:37])[O:6][C:7]1([C:10]2[CH:15]=[CH:14][CH:13]=[CH:12][C:11]=2[C:16]2[CH:36]=[CH:35][C:19]3[NH:20][C:21]([CH2:23][O:24][C:25]4[CH:26]=[CH:27][C:28]([C:31]([F:32])([F:34])[F:33])=[CH:29][CH:30]=4)=[N:22][C:18]=3[CH:17]=2)[CH:8]([CH3:9])[O:44]1)([CH3:3])([CH3:4])[CH3:2]. The yield is 0.940. (2) The reactants are [Br:1][C:2]1[CH:11]=[CH:10][C:9]2[C:4](=[CH:5][CH:6]=[C:7](Br)[CH:8]=2)[CH:3]=1.C([Li])CCC.[B:18](OC)([O:21]C)[O:19]C.Cl. The catalyst is CCCCCC.O1CCCC1. The product is [Br:1][C:2]1[CH:3]=[C:4]2[C:9](=[CH:10][CH:11]=1)[CH:8]=[C:7]([B:18]([OH:21])[OH:19])[CH:6]=[CH:5]2. The yield is 0.350. (3) The reactants are [Cl:1][C:2]1[CH:7]=[CH:6][C:5]([S:8]([N:11]([CH2:19][C:20]2[CH:25]=[CH:24][C:23]([C:26]#[N:27])=[CH:22][CH:21]=2)[C@@H:12]2[CH2:16][CH2:15][CH2:14][C@H:13]2[CH2:17][OH:18])(=[O:10])=[O:9])=[CH:4][CH:3]=1.[NH2:28]O.[CH2:30]([OH:32])C. No catalyst specified. The product is [O:32]1[CH:30]=[N:28][C:26]([C:23]2[CH:22]=[CH:21][C:20]([CH2:19][N:11]([C@@H:12]3[CH2:16][CH2:15][CH2:14][C@H:13]3[CH2:17][OH:18])[S:8]([C:5]3[CH:4]=[CH:3][C:2]([Cl:1])=[CH:7][CH:6]=3)(=[O:10])=[O:9])=[CH:25][CH:24]=2)=[N:27]1. The yield is 0.510. (4) The reactants are [Cl:1][C:2]1[CH:3]=[C:4]([C:8]2[N:13]=[C:12]3[CH2:14][CH2:15][CH2:16][C:11]3=[C:10]([NH2:17])[CH:9]=2)[CH:5]=[CH:6][CH:7]=1.[Cl:18]N1C(=O)CCC1=O. The catalyst is CN(C=O)C.O.C(OCC)(=O)C. The product is [Cl:18][C:9]1[C:10]([NH2:17])=[C:11]2[CH2:16][CH2:15][CH2:14][C:12]2=[N:13][C:8]=1[C:4]1[CH:5]=[CH:6][CH:7]=[C:2]([Cl:1])[CH:3]=1. The yield is 0.380. (5) The reactants are [Br:1][C:2]1[CH:7]=[CH:6][C:5]([OH:8])=[C:4]([O:9][CH:10]([CH3:12])[CH3:11])[CH:3]=1.[OH-].[Na+].Cl[CH:16]([F:18])[F:17].Cl. The catalyst is [Br-].C([N+](CC)(CC)CC)C.O.O1CCOCC1. The product is [Br:1][C:2]1[CH:7]=[CH:6][C:5]([O:8][CH:16]([F:18])[F:17])=[C:4]([O:9][CH:10]([CH3:12])[CH3:11])[CH:3]=1. The yield is 0.310.